Dataset: Reaction yield outcomes from USPTO patents with 853,638 reactions. Task: Predict the reaction yield, written as a fraction of the theoretical maximum amount of product (1.0 means a 100% yield; for example, 0.34 means a 34% yield). (1) The reactants are [F:1][C:2]1[CH:31]=[CH:30][CH:29]=[CH:28][C:3]=1[CH2:4][N:5]1[C:10](=[O:11])[CH:9]=[CH:8][C:7]([CH2:12][C:13]2[C:21]3[C:16](=[CH:17][CH:18]=[CH:19][CH:20]=3)[N:15]([CH2:22][C:23]([O:25]C)=[O:24])[C:14]=2[CH3:27])=[CH:6]1.O.[OH-].[Li+]. No catalyst specified. The product is [F:1][C:2]1[CH:31]=[CH:30][CH:29]=[CH:28][C:3]=1[CH2:4][N:5]1[C:10](=[O:11])[CH:9]=[CH:8][C:7]([CH2:12][C:13]2[C:21]3[C:16](=[CH:17][CH:18]=[CH:19][CH:20]=3)[N:15]([CH2:22][C:23]([OH:25])=[O:24])[C:14]=2[CH3:27])=[CH:6]1. The yield is 0.660. (2) The reactants are C(O[C:4](=[O:21])[CH:5]([N:7]1[C:12]2[CH:13]=[C:14]([N+:17]([O-:19])=[O:18])[CH:15]=[CH:16][C:11]=2[O:10][CH2:9][C:8]1=S)[CH3:6])C.O.[NH2:23][NH2:24]. The catalyst is CCO. The product is [CH3:6][CH:5]1[N:7]2[C:8]([CH2:9][O:10][C:11]3[C:12]2=[CH:13][C:14]([N+:17]([O-:19])=[O:18])=[CH:15][CH:16]=3)=[N:24][NH:23][C:4]1=[O:21]. The yield is 0.680. (3) The reactants are [Cl:1][C:2]1[C:7]([C:8]([O:10]C)=[O:9])=[CH:6][N:5]=[C:4]([Cl:12])[CH:3]=1.CO.[OH-].[Na+].Cl. The catalyst is C1COCC1.O. The product is [Cl:1][C:2]1[C:7]([C:8]([OH:10])=[O:9])=[CH:6][N:5]=[C:4]([Cl:12])[CH:3]=1. The yield is 0.690. (4) The reactants are Cl[O-].[Na+].[OH-].[K+].[F:6][CH:7]([F:19])[O:8][C:9]1[CH:14]=[CH:13][C:12]([C:15](=[O:17])C)=[C:11]([CH3:18])[CH:10]=1.S(S([O-])=O)([O-])(=O)=[O:21].[Na+].[Na+].Cl. No catalyst specified. The product is [F:19][CH:7]([F:6])[O:8][C:9]1[CH:14]=[CH:13][C:12]([C:15]([OH:17])=[O:21])=[C:11]([CH3:18])[CH:10]=1. The yield is 0.920. (5) The reactants are Cl[C:2]1[N:6]([CH3:7])[N:5]=[CH:4][C:3]=1[N+:8]([O-:10])=[O:9].[CH2:11]1[C:14]2([CH2:19][NH:18][CH2:17][CH2:16][CH2:15]2)[CH2:13][N:12]1[C:20]([O:22][C:23]([CH3:26])([CH3:25])[CH3:24])=[O:21].CCN(C(C)C)C(C)C. The catalyst is C(O)CCC. The product is [CH3:7][N:6]1[C:2]([N:18]2[CH2:17][CH2:16][CH2:15][C:14]3([CH2:11][N:12]([C:20]([O:22][C:23]([CH3:25])([CH3:26])[CH3:24])=[O:21])[CH2:13]3)[CH2:19]2)=[C:3]([N+:8]([O-:10])=[O:9])[CH:4]=[N:5]1. The yield is 0.570. (6) The reactants are [NH2:1][C:2]1[CH:3]=[C:4]2[C:20](=[O:21])[NH:19][N:18]=[CH:17][C:6]3=[C:7]([C:11]4[CH:16]=[CH:15][CH:14]=[CH:13][CH:12]=4)[NH:8][C:9]([CH:10]=1)=[C:5]23.[F:22][C:23]([F:34])([F:33])[C:24]1[CH:25]=[C:26]([CH:30]=[CH:31][CH:32]=1)[C:27](O)=[O:28].C(N(CC)CC)C.F[P-](F)(F)(F)(F)F.N1(OC(N(C)C)=[N+](C)C)C2N=CC=CC=2N=N1. The catalyst is C(Cl)Cl.CO.CN(C)C=O. The product is [O:21]=[C:20]1[C:4]2[C:5]3[C:6](=[C:7]([C:11]4[CH:12]=[CH:13][CH:14]=[CH:15][CH:16]=4)[NH:8][C:9]=3[CH:10]=[C:2]([NH:1][C:27](=[O:28])[C:26]3[CH:30]=[CH:31][CH:32]=[C:24]([C:23]([F:22])([F:33])[F:34])[CH:25]=3)[CH:3]=2)[CH:17]=[N:18][NH:19]1. The yield is 0.610. (7) The reactants are [C:1]([O:5][C:6]([N:8]([CH3:34])[C:9]1[N:14]=[C:13]([CH2:15][CH2:16][O:17][C:18]2[N:23]=[CH:22][C:21]([CH2:24][C@@H:25]([C:27]([O:29][C:30]([CH3:33])([CH3:32])[CH3:31])=[O:28])[NH2:26])=[CH:20][CH:19]=2)[CH:12]=[CH:11][CH:10]=1)=[O:7])([CH3:4])([CH3:3])[CH3:2].[Cl:35][C:36]1[CH:44]=[CH:43][CH:42]=[C:41]([Cl:45])[C:37]=1[C:38](Cl)=[O:39]. The catalyst is C(Cl)Cl. The product is [C:1]([O:5][C:6]([N:8]([CH3:34])[C:9]1[N:14]=[C:13]([CH2:15][CH2:16][O:17][C:18]2[N:23]=[CH:22][C:21]([CH2:24][C@@H:25]([C:27]([O:29][C:30]([CH3:33])([CH3:32])[CH3:31])=[O:28])[NH:26][C:38]([C:37]3[C:36]([Cl:35])=[CH:44][CH:43]=[CH:42][C:41]=3[Cl:45])=[O:39])=[CH:20][CH:19]=2)[CH:12]=[CH:11][CH:10]=1)=[O:7])([CH3:2])([CH3:4])[CH3:3]. The yield is 0.920. (8) The reactants are [C:1]([O:4][C:5]1[CH:26]=[CH:25][C:8]([C:9]2[C:18](=[O:19])[C:17]3[C:12](=[C:13]([CH3:24])[C:14]([O:20][C:21](=[O:23])[CH3:22])=[CH:15][CH:16]=3)[O:11][CH:10]=2)=[CH:7][CH:6]=1)(=[O:3])[CH3:2]. The catalyst is CO.[Pd]. The product is [C:1]([O:4][C:5]1[CH:26]=[CH:25][C:8]([CH:9]2[CH:18]([OH:19])[C:17]3[C:12](=[C:13]([CH3:24])[C:14]([O:20][C:21](=[O:23])[CH3:22])=[CH:15][CH:16]=3)[O:11][CH2:10]2)=[CH:7][CH:6]=1)(=[O:3])[CH3:2]. The yield is 1.00. (9) The reactants are [Cl:1][C:2]1[CH:7]=[CH:6][C:5]([N:8]2[C:13](=[O:14])[C:12]3[S:15][CH:16]=[C:17]([C:18]4[CH:23]=[CH:22][CH:21]=[CH:20][CH:19]=4)[C:11]=3[NH:10][C:9]2=O)=[CH:4][CH:3]=1.C(N(CC)C1C=CC=CC=1)C.P(Cl)(Cl)([Cl:38])=O. No catalyst specified. The product is [Cl:38][CH:9]1[NH:10][C:11]2[C:17]([C:18]3[CH:23]=[CH:22][CH:21]=[CH:20][CH:19]=3)=[CH:16][S:15][C:12]=2[C:13](=[O:14])[N:8]1[C:5]1[CH:6]=[CH:7][C:2]([Cl:1])=[CH:3][CH:4]=1. The yield is 0.200.